From a dataset of Forward reaction prediction with 1.9M reactions from USPTO patents (1976-2016). Predict the product of the given reaction. (1) Given the reactants [OH:1][C@@H:2]([C@H:4]1[C:39](=[O:40])[N:6]2[C:7]([C:26]([O:28]CC3C=CC([N+]([O-])=O)=CC=3)=[O:27])=[C:8]([C:11]3[S:15][C:14]4=[C:16]([S:19][C:20]5[CH:25]=[CH:24][CH:23]=[CH:22][N:21]=5)[N:17]=[CH:18][N:13]4[CH:12]=3)[C@H:9]([CH3:10])[C@H:5]12)[CH3:3].I[CH2:42][C:43]([NH2:45])=[O:44].C(OCC)(=O)C, predict the reaction product. The product is: [C:43]([CH2:42][N+:21]1[CH:22]=[CH:23][CH:24]=[CH:25][C:20]=1[S:19][C:16]1[N:17]=[CH:18][N:13]2[CH:12]=[C:11]([C:8]3[C@H:9]([CH3:10])[C@@H:5]4[C@@H:4]([C@H:2]([OH:1])[CH3:3])[C:39](=[O:40])[N:6]4[C:7]=3[C:26]([O-:28])=[O:27])[S:15][C:14]=12)(=[O:44])[NH2:45]. (2) Given the reactants [NH:1](C(OC(C)(C)C)=O)[C@H:2]([C:4]([NH:6][C@H:7]([C:20]([O:22]C1C=CC([N+]([O-])=O)=CC=1)=O)[CH2:8][CH2:9][C:10](=[O:19])[O:11][CH2:12][C:13]1[CH:18]=[CH:17][CH:16]=[CH:15][CH:14]=1)=[O:5])[CH3:3].C(O)(C(F)(F)F)=O.C(Cl)(Cl)Cl.C(OC(C)=O)C, predict the reaction product. The product is: [NH:1]1[C:20](=[O:22])[C@H:7]([CH2:8][CH2:9][C:10](=[O:19])[O:11][CH2:12][C:13]2[CH:14]=[CH:15][CH:16]=[CH:17][CH:18]=2)[NH:6][C:4](=[O:5])[C@@H:2]1[CH3:3]. (3) Given the reactants [C:1]12([C:11]3[CH:12]=[C:13](/[CH:24]=[CH:25]/[C:26]4[CH:36]=[CH:35][C:29]([C:30]([O:32]CC)=[O:31])=[CH:28][CH:27]=4)[CH:14]=[CH:15][C:16]=3[O:17][CH2:18][O:19][CH2:20][CH2:21][O:22][CH3:23])[CH2:10][CH:5]3[CH2:6][CH:7]([CH2:9][CH:3]([CH2:4]3)[CH2:2]1)[CH2:8]2, predict the reaction product. The product is: [C:1]12([C:11]3[CH:12]=[C:13](/[CH:24]=[CH:25]/[C:26]4[CH:27]=[CH:28][C:29]([C:30]([OH:32])=[O:31])=[CH:35][CH:36]=4)[CH:14]=[CH:15][C:16]=3[O:17][CH2:18][O:19][CH2:20][CH2:21][O:22][CH3:23])[CH2:10][CH:5]3[CH2:4][CH:3]([CH2:9][CH:7]([CH2:6]3)[CH2:8]1)[CH2:2]2.